Dataset: Full USPTO retrosynthesis dataset with 1.9M reactions from patents (1976-2016). Task: Predict the reactants needed to synthesize the given product. (1) The reactants are: [CH3:1][C:2]1[N:3]=[C:4]([C:8]2[CH:9]=[N:10][CH:11]=[CH:12][CH:13]=2)[S:5][C:6]=1[NH2:7].C(N(CC)CC)C.[F:21][C:22]([F:28])([F:27])[CH2:23][C:24](Cl)=[O:25]. Given the product [F:21][C:22]([F:28])([F:27])[CH2:23][C:24]([NH:7][C:6]1[S:5][C:4]([C:8]2[CH:9]=[N:10][CH:11]=[CH:12][CH:13]=2)=[N:3][C:2]=1[CH3:1])=[O:25], predict the reactants needed to synthesize it. (2) Given the product [C:1]([O:5][C:6](=[O:20])[CH2:7][N:8]1[CH:12]=[CH:11][C:10]([C:13]2[CH:14]=[N:15][C:16]3[N:17]([C:22]([C:32]4([C:35]5[CH:36]=[C:37]6[C:42](=[CH:43][CH:44]=5)[N:41]=[CH:40][CH:39]=[CH:38]6)[CH2:34][CH2:33]4)=[CH:23][N:19]=3)[CH:18]=2)=[N:9]1)([CH3:4])([CH3:2])[CH3:3], predict the reactants needed to synthesize it. The reactants are: [C:1]([O:5][C:6](=[O:20])[CH2:7][N:8]1[CH:12]=[CH:11][C:10]([C:13]2[CH:14]=[N:15][C:16]([NH2:19])=[N:17][CH:18]=2)=[N:9]1)([CH3:4])([CH3:3])[CH3:2].Cl[CH:22]([C:32]1([C:35]2[CH:36]=[C:37]3[C:42](=[CH:43][CH:44]=2)[N:41]=[CH:40][CH:39]=[CH:38]3)[CH2:34][CH2:33]1)[CH:23](N1C(=O)CCC1=O)O. (3) Given the product [Cl:32][C:33]1[CH:45]=[CH:44][C:36]([CH2:37][N:38]2[CH2:43][CH2:42][N:41]([C:22]([C:21]3[CH:20]=[CH:19][C:18]([C:16]4[CH:15]=[N:14][C:10]5[NH:11][CH2:12][CH2:13][N:8]([CH2:7][C:6]6[CH:27]=[C:2]([Cl:1])[CH:3]=[CH:4][C:5]=6[C:28]([F:29])([F:31])[F:30])[C:9]=5[CH:17]=4)=[CH:26][CH:25]=3)=[O:24])[CH2:40][CH2:39]2)=[CH:35][CH:34]=1, predict the reactants needed to synthesize it. The reactants are: [Cl:1][C:2]1[CH:3]=[CH:4][C:5]([C:28]([F:31])([F:30])[F:29])=[C:6]([CH:27]=1)[CH2:7][N:8]1[CH2:13][CH2:12][NH:11][C:10]2[N:14]=[CH:15][C:16]([C:18]3[CH:26]=[CH:25][C:21]([C:22]([OH:24])=O)=[CH:20][CH:19]=3)=[CH:17][C:9]1=2.[Cl:32][C:33]1[CH:45]=[CH:44][C:36]([CH2:37][N:38]2[CH2:43][CH2:42][NH:41][CH2:40][CH2:39]2)=[CH:35][CH:34]=1. (4) Given the product [F:1][C:2]1([F:18])[CH2:6][CH2:5][C@@H:4]([C@@:7]([OH:17])([C:11]2[CH:12]=[CH:13][CH:14]=[CH:15][CH:16]=2)[C:8]([O:10][CH2:20][C@@H:21]2[CH2:26][CH2:25][NH:24][C:23](=[S:27])[NH:22]2)=[O:9])[CH2:3]1, predict the reactants needed to synthesize it. The reactants are: [F:1][C:2]1([F:18])[CH2:6][CH2:5][C@@H:4]([C@@:7]([OH:17])([C:11]2[CH:16]=[CH:15][CH:14]=[CH:13][CH:12]=2)[C:8]([OH:10])=[O:9])[CH2:3]1.O[CH2:20][C@@H:21]1[CH2:26][CH2:25][NH:24][C:23](=[S:27])[NH:22]1.